This data is from Reaction yield outcomes from USPTO patents with 853,638 reactions. The task is: Predict the reaction yield, written as a fraction of the theoretical maximum amount of product (1.0 means a 100% yield; for example, 0.34 means a 34% yield). (1) The reactants are [Cl:1][C:2]1[CH:3]=[C:4]([N:9]=[C:10]=[O:11])[CH:5]=[CH:6][C:7]=1[Cl:8].Cl.[NH2:13][CH2:14][C:15]1[CH:23]=[CH:22][CH:21]=[C:20]2[C:16]=1[CH2:17][N:18]([CH:25]1[CH2:30][CH2:29][C:28](=[O:31])[NH:27][C:26]1=[O:32])[C:19]2=[O:24].C(N(CC)CC)C. The catalyst is C1COCC1. The product is [Cl:1][C:2]1[CH:3]=[C:4]([NH:9][C:10]([NH:13][CH2:14][C:15]2[CH:23]=[CH:22][CH:21]=[C:20]3[C:16]=2[CH2:17][N:18]([CH:25]2[CH2:30][CH2:29][C:28](=[O:31])[NH:27][C:26]2=[O:32])[C:19]3=[O:24])=[O:11])[CH:5]=[CH:6][C:7]=1[Cl:8]. The yield is 0.670. (2) The reactants are [Br:1][C:2]1[CH:11]=[C:10]2[C:5]([NH:6][C@@H:7]([CH3:22])[CH2:8][N:9]2[S:12]([C:15]2[CH:21]=[CH:20][C:18]([CH3:19])=[CH:17][CH:16]=2)(=[O:14])=[O:13])=[CH:4][CH:3]=1.N1C=CC=CC=1.[F:29][C:30]([F:41])([F:40])[C:31](O[C:31](=[O:32])[C:30]([F:41])([F:40])[F:29])=[O:32]. The catalyst is ClCCl. The product is [Br:1][C:2]1[CH:11]=[C:10]2[C:5](=[CH:4][CH:3]=1)[N:6]([C:31](=[O:32])[C:30]([F:41])([F:40])[F:29])[C@@H:7]([CH3:22])[CH2:8][N:9]2[S:12]([C:15]1[CH:21]=[CH:20][C:18]([CH3:19])=[CH:17][CH:16]=1)(=[O:13])=[O:14]. The yield is 0.990. (3) The reactants are [CH3:1][O:2][C:3]([C:5]1[C:10]([I:11])=[C:9](Cl)[N:8]=[C:7]([Cl:13])[N:6]=1)=[O:4].[NH3:14]. The catalyst is CS(C)=O. The product is [CH3:1][O:2][C:3]([C:5]1[C:10]([I:11])=[C:9]([NH2:14])[N:8]=[C:7]([Cl:13])[N:6]=1)=[O:4]. The yield is 0.890. (4) The catalyst is CN(C)C=O. The product is [Cl:1][C:2]1[N:7]=[CH:6][C:5]([O:8][CH2:20][C:21]2([CH3:29])[CH2:26][O:25][C:24]([CH3:28])([CH3:27])[O:23][CH2:22]2)=[CH:4][N:3]=1. The yield is 0.300. The reactants are [Cl:1][C:2]1[N:7]=[CH:6][C:5]([OH:8])=[CH:4][N:3]=1.C(=O)([O-])[O-].[Cs+].[Cs+].CS(O[CH2:20][C:21]1([CH3:29])[CH2:26][O:25][C:24]([CH3:28])([CH3:27])[O:23][CH2:22]1)(=O)=O. (5) The reactants are [I:1][C:2]1[C:3](=[O:10])[CH2:4][C:5]([CH3:9])([CH3:8])[CH2:6][CH:7]=1.[CH2:11](O)[CH2:12][OH:13].O.C1(C)C=CC(S(O)(=O)=O)=CC=1. The catalyst is C1C=CC=CC=1. The product is [I:1][C:2]1[C:3]2([CH2:4][C:5]([CH3:9])([CH3:8])[CH2:6][CH:7]=1)[O:13][CH2:12][CH2:11][O:10]2. The yield is 0.460.